The task is: Regression. Given a peptide amino acid sequence and an MHC pseudo amino acid sequence, predict their binding affinity value. This is MHC class I binding data.. This data is from Peptide-MHC class I binding affinity with 185,985 pairs from IEDB/IMGT. (1) The peptide sequence is NHINEELSL. The MHC is Mamu-A07 with pseudo-sequence Mamu-A07. The binding affinity (normalized) is 0.905. (2) The binding affinity (normalized) is 0.851. The MHC is HLA-B15:17 with pseudo-sequence HLA-B15:17. The peptide sequence is RADSMMLGY. (3) The peptide sequence is RRQDILDLWI. The MHC is HLA-B07:02 with pseudo-sequence HLA-B07:02. The binding affinity (normalized) is 0.0106. (4) The peptide sequence is TIAHINTLI. The MHC is HLA-A68:01 with pseudo-sequence HLA-A68:01. The binding affinity (normalized) is 0.335. (5) The peptide sequence is SMFWDGMDY. The MHC is HLA-A31:01 with pseudo-sequence HLA-A31:01. The binding affinity (normalized) is 0.554. (6) The peptide sequence is EIAQHGAWY. The MHC is HLA-A01:01 with pseudo-sequence HLA-A01:01. The binding affinity (normalized) is 0.302. (7) The peptide sequence is WTIGYDTIY. The MHC is HLA-A02:19 with pseudo-sequence HLA-A02:19. The binding affinity (normalized) is 0.0847. (8) The peptide sequence is FWITAIYVF. The MHC is HLA-A30:02 with pseudo-sequence HLA-A30:02. The binding affinity (normalized) is 0.711.